Dataset: Merck oncology drug combination screen with 23,052 pairs across 39 cell lines. Task: Regression. Given two drug SMILES strings and cell line genomic features, predict the synergy score measuring deviation from expected non-interaction effect. (1) Drug 1: O=C(O)C1(Cc2cccc(Nc3nccs3)n2)CCC(Oc2cccc(Cl)c2F)CC1. Drug 2: CNC(=O)c1cc(Oc2ccc(NC(=O)Nc3ccc(Cl)c(C(F)(F)F)c3)cc2)ccn1. Cell line: PA1. Synergy scores: synergy=4.83. (2) Drug 1: CN1C(=O)C=CC2(C)C3CCC4(C)C(NC(=O)OCC(F)(F)F)CCC4C3CCC12. Drug 2: N#Cc1ccc(Cn2cncc2CN2CCN(c3cccc(Cl)c3)C(=O)C2)cc1. Cell line: NCIH520. Synergy scores: synergy=5.01. (3) Drug 1: CC(C)CC(NC(=O)C(Cc1ccccc1)NC(=O)c1cnccn1)B(O)O. Drug 2: Cc1nc(Nc2ncc(C(=O)Nc3c(C)cccc3Cl)s2)cc(N2CCN(CCO)CC2)n1. Cell line: SW837. Synergy scores: synergy=26.9. (4) Drug 1: CC1(c2nc3c(C(N)=O)cccc3[nH]2)CCCN1. Drug 2: CCC1(O)C(=O)OCc2c1cc1n(c2=O)Cc2cc3c(CN(C)C)c(O)ccc3nc2-1. Cell line: RPMI7951. Synergy scores: synergy=-2.17. (5) Drug 1: CCC1(O)CC2CN(CCc3c([nH]c4ccccc34)C(C(=O)OC)(c3cc4c(cc3OC)N(C)C3C(O)(C(=O)OC)C(OC(C)=O)C5(CC)C=CCN6CCC43C65)C2)C1. Drug 2: CS(=O)(=O)CCNCc1ccc(-c2ccc3ncnc(Nc4ccc(OCc5cccc(F)c5)c(Cl)c4)c3c2)o1. Cell line: OVCAR3. Synergy scores: synergy=-5.89. (6) Drug 1: CC(C)CC(NC(=O)C(Cc1ccccc1)NC(=O)c1cnccn1)B(O)O. Drug 2: CCc1cnn2c(NCc3ccc[n+]([O-])c3)cc(N3CCCCC3CCO)nc12. Cell line: HT144. Synergy scores: synergy=-18.8.